Dataset: Reaction yield outcomes from USPTO patents with 853,638 reactions. Task: Predict the reaction yield, written as a fraction of the theoretical maximum amount of product (1.0 means a 100% yield; for example, 0.34 means a 34% yield). (1) The reactants are [CH:1]1([N:5]2[CH2:11][CH2:10][C:9]3[CH:12]=[CH:13][C:14]([CH2:16][NH:17]C(=O)OC(C)(C)C)=[CH:15][C:8]=3[CH2:7][CH2:6]2)[CH2:4][CH2:3][CH2:2]1.[ClH:25]. No catalyst specified. The product is [ClH:25].[ClH:25].[CH:1]1([N:5]2[CH2:11][CH2:10][C:9]3[CH:12]=[CH:13][C:14]([CH2:16][NH2:17])=[CH:15][C:8]=3[CH2:7][CH2:6]2)[CH2:4][CH2:3][CH2:2]1. The yield is 0.900. (2) The reactants are [Cl-].[CH3:2][C:3]1[SH+:4][CH:5]=[CH:6][CH:7]=[CH:8][CH:9]=[CH:10][CH:11]=1.[CH3:12][NH:13]N.C(O[C:19](=[O:21])[CH3:20])(=O)C.[CH:22]([N:25]([CH2:29]C)C(C)C)([CH3:24])[CH3:23].C(#[N:33])C. The catalyst is O. The product is [CH3:12][NH:13][C:10]1[CH:9]=[CH:8][C:2]2[N:33]([C:19](=[O:21])[CH3:20])[C:6]3[C:5]([S:4][C:3]=2[CH:11]=1)=[CH:24][C:22]([NH:25][CH3:29])=[CH:23][CH:7]=3. The yield is 0.700. (3) The reactants are [O:1]=[C:2]1[N:6]2[CH:7]([CH2:12][CH:13]=[O:14])[CH2:8][CH2:9][CH2:10][CH2:11][C:5]2=[N:4][O:3]1.B.CO. The catalyst is O1CCCC1. The product is [OH:14][CH2:13][CH2:12][CH:7]1[N:6]2[C:2](=[O:1])[O:3][N:4]=[C:5]2[CH2:11][CH2:10][CH2:9][CH2:8]1. The yield is 0.690. (4) The reactants are [N:1]([CH2:4][CH:5]1[NH:10][C:9]2[C:11](Br)=[CH:12][C:13]([F:15])=[CH:14][C:8]=2[O:7][CH2:6]1)=[N+:2]=[N-:3].[Cl:17][C:18]1[CH:23]=[CH:22][CH:21]=[CH:20][C:19]=1B(O)O. No catalyst specified. The product is [N:1]([CH2:4][CH:5]1[NH:10][C:9]2[C:11]([C:20]3[CH:21]=[CH:22][CH:23]=[C:18]([Cl:17])[CH:19]=3)=[CH:12][C:13]([F:15])=[CH:14][C:8]=2[O:7][CH2:6]1)=[N+:2]=[N-:3]. The yield is 0.560. (5) The reactants are C([O:3][C:4]([C:6]1[CH:13]=[C:9]2[O:10][CH2:11][CH2:12][N:8]2[N:7]=1)=O)C.[BH4-].[Li+].CO. The catalyst is C1COCC1. The product is [O:10]1[CH2:11][CH2:12][N:8]2[N:7]=[C:6]([CH2:4][OH:3])[CH:13]=[C:9]12. The yield is 0.650. (6) The reactants are CO[C:3](=[O:14])[C:4]1[C:9]([I:10])=[CH:8][C:7]([Cl:11])=[CH:6][C:5]=1[CH2:12]Br.[F:15][C:16]([F:27])([F:26])[O:17][C:18]1[CH:25]=[CH:24][C:21]([CH2:22][NH2:23])=[CH:20][CH:19]=1.C([O-])([O-])=O.[K+].[K+].C(OCC)(=O)C. The catalyst is C1(C)C=CC=CC=1.CCCCCC. The product is [Cl:11][C:7]1[CH:6]=[C:5]2[C:4](=[C:9]([I:10])[CH:8]=1)[C:3](=[O:14])[N:23]([CH2:22][C:21]1[CH:24]=[CH:25][C:18]([O:17][C:16]([F:15])([F:26])[F:27])=[CH:19][CH:20]=1)[CH2:12]2. The yield is 0.380. (7) The reactants are [OH-:1].[Na+].[ClH:3].Cl.[NH2:5][C:6]1[C:35]([CH3:36])=[CH:34][C:9]([O:10][C:11]2[CH:12]=[CH:13][C:14]3[N:18]=[C:17]([CH2:19][O:20][C:21]4[CH:22]=[C:23]([CH:29]=[CH:30][CH:31]=4)C(OCC)=O)[N:16]([CH3:32])[C:15]=3[CH:33]=2)=[CH:8][C:7]=1[CH3:37].Cl.[O:39]1[CH2:44]COCC1. No catalyst specified. The product is [ClH:3].[ClH:3].[NH2:5][C:6]1[C:35]([CH3:36])=[CH:34][C:9]([O:10][C:11]2[CH:12]=[CH:13][C:14]3[N:18]=[C:17]([CH2:19][O:20][C:21]4[CH:22]=[CH:23][CH:29]=[CH:30][C:31]=4[C:44]([OH:39])=[O:1])[N:16]([CH3:32])[C:15]=3[CH:33]=2)=[CH:8][C:7]=1[CH3:37]. The yield is 0.660. (8) The reactants are [NH:1]1[CH:5]=[CH:4][CH:3]=[CH:2]1.ClS([N:10]=[C:11]=O)(=O)=O.[CH3:13][N:14](C=O)C.[OH-].[Na+]. The catalyst is C(#N)C.CCOC(C)=O. The product is [NH:1]1[CH:5]=[C:4]([C:13]#[N:14])[CH:3]=[C:2]1[C:11]#[N:10]. The yield is 0.730. (9) The reactants are [OH-].[Li+].[CH3:3][C:4]([O:7][C@H:8]([CH3:44])[C@@H:9]([C:40]([O:42]C)=[O:41])[NH:10][C:11]([C:13]1[CH:18]=[CH:17][C:16]([C:19]2[CH:24]=[CH:23][CH:22]=[CH:21][C:20]=2[O:25][CH3:26])=[CH:15][C:14]=1[NH:27][C:28]([NH:30][C:31]1[C:36]([CH3:37])=[CH:35][C:34]([CH3:38])=[CH:33][C:32]=1[CH3:39])=[O:29])=[O:12])([CH3:6])[CH3:5].CO.O. The catalyst is C1COCC1. The product is [CH3:6][C:4]([O:7][C@H:8]([CH3:44])[C@@H:9]([C:40]([OH:42])=[O:41])[NH:10][C:11]([C:13]1[CH:18]=[CH:17][C:16]([C:19]2[CH:24]=[CH:23][CH:22]=[CH:21][C:20]=2[O:25][CH3:26])=[CH:15][C:14]=1[NH:27][C:28]([NH:30][C:31]1[C:32]([CH3:39])=[CH:33][C:34]([CH3:38])=[CH:35][C:36]=1[CH3:37])=[O:29])=[O:12])([CH3:3])[CH3:5]. The yield is 0.210.